From a dataset of Catalyst prediction with 721,799 reactions and 888 catalyst types from USPTO. Predict which catalyst facilitates the given reaction. (1) Reactant: Cl[C:2]1[C:11]2[C:6](=[CH:7][C:8]([C:13]([N:15]3[CH2:19][CH2:18][CH2:17][CH2:16]3)=[O:14])=[C:9]([Cl:12])[CH:10]=2)[N:5]=[CH:4][N:3]=1.[Cl:20][C:21]1[CH:41]=[CH:40][C:24]2[NH:25][C:26]([C@@H:28]([NH2:39])[CH2:29][CH2:30][CH2:31][C:32]([O:34][C:35]([CH3:38])([CH3:37])[CH3:36])=[O:33])=[N:27][C:23]=2[CH:22]=1.C(N(CC)CC)C. Product: [Cl:12][C:9]1[CH:10]=[C:11]2[C:6](=[CH:7][C:8]=1[C:13]([N:15]1[CH2:19][CH2:18][CH2:17][CH2:16]1)=[O:14])[N:5]=[CH:4][N:3]=[C:2]2[NH:39][C@H:28]([C:26]1[NH:25][C:24]2[CH:40]=[CH:41][C:21]([Cl:20])=[CH:22][C:23]=2[N:27]=1)[CH2:29][CH2:30][CH2:31][C:32]([O:34][C:35]([CH3:37])([CH3:36])[CH3:38])=[O:33]. The catalyst class is: 9. (2) Reactant: [CH:1]1([CH2:4][N:5]2[C:9]3[CH:10]=[CH:11][C:12]([N:14]4[CH:19]=[C:18]([C:20]([O:22][CH2:23][CH3:24])=[O:21])[C:17](=[O:25])[NH:16][C:15]4=[O:26])=[CH:13][C:8]=3[N:7]=[CH:6]2)[CH2:3][CH2:2]1.C(=O)([O-])[O-].[K+].[K+].[I-].[K+].Br[CH2:36][C:37]1[CH:42]=[CH:41][CH:40]=[C:39]([Cl:43])[C:38]=1[C:44]([F:47])([F:46])[F:45]. Product: [Cl:43][C:39]1[C:38]([C:44]([F:45])([F:46])[F:47])=[C:37]([CH:42]=[CH:41][CH:40]=1)[CH2:36][N:16]1[C:17](=[O:25])[C:18]([C:20]([O:22][CH2:23][CH3:24])=[O:21])=[CH:19][N:14]([C:12]2[CH:11]=[CH:10][C:9]3[N:5]([CH2:4][CH:1]4[CH2:3][CH2:2]4)[CH:6]=[N:7][C:8]=3[CH:13]=2)[C:15]1=[O:26]. The catalyst class is: 18. (3) Reactant: [Na+].[C:2]([C:4]1[CH:5]=[C:6]([C:14]2[S:18][C:17]([C:19]3[C:20]([CH3:34])=[C:21]4[C:26](=[CH:27][CH:28]=3)[CH2:25][N:24]([CH2:29][CH2:30][C:31]([O-:33])=O)[CH2:23][CH2:22]4)=[N:16][N:15]=2)[CH:7]=[CH:8][C:9]=1[O:10][CH:11]([CH3:13])[CH3:12])#[N:3].[CH2:35]([N:37](CC)CC)C.C(Cl)CCl.C1C=CC2N(O)N=NC=2C=1.CN.C1COCC1. Product: [C:2]([C:4]1[CH:5]=[C:6]([C:14]2[S:18][C:17]([C:19]3[C:20]([CH3:34])=[C:21]4[C:26](=[CH:27][CH:28]=3)[CH2:25][N:24]([CH2:29][CH2:30][C:31]([NH:37][CH3:35])=[O:33])[CH2:23][CH2:22]4)=[N:16][N:15]=2)[CH:7]=[CH:8][C:9]=1[O:10][CH:11]([CH3:13])[CH3:12])#[N:3]. The catalyst class is: 39. (4) Reactant: [Cl:1][C:2]1[C:3]([O:25][CH3:26])=[CH:4][C:5]([CH2:16][C:17](=O)[C:18]2[CH:19]=[N:20][CH:21]=[CH:22][CH:23]=2)=[C:6]([NH:8]C(=O)OC(C)(C)C)[CH:7]=1.FC(F)(F)C(O)=O. Product: [Cl:1][C:2]1[CH:7]=[C:6]2[C:5]([CH:16]=[C:17]([C:18]3[CH:19]=[N:20][CH:21]=[CH:22][CH:23]=3)[NH:8]2)=[CH:4][C:3]=1[O:25][CH3:26]. The catalyst class is: 4.